From a dataset of Catalyst prediction with 721,799 reactions and 888 catalyst types from USPTO. Predict which catalyst facilitates the given reaction. (1) Reactant: Br[C:2]1[C:11]2[C:6](=[CH:7][CH:8]=[CH:9][CH:10]=2)[C:5]([NH:12][C:13](=[O:19])[O:14][C:15]([CH3:18])([CH3:17])[CH3:16])=[CH:4][CH:3]=1.[Li]CCCC.CN([CH:28]=[O:29])C.O. Product: [CH:28]([C:2]1[C:11]2[C:6](=[CH:7][CH:8]=[CH:9][CH:10]=2)[C:5]([NH:12][C:13](=[O:19])[O:14][C:15]([CH3:18])([CH3:17])[CH3:16])=[CH:4][CH:3]=1)=[O:29]. The catalyst class is: 1. (2) Reactant: [CH2:1]([O:3][C:4](=[O:13])[CH2:5][CH2:6][CH2:7][CH2:8][CH2:9][N:10]=[C:11]=[O:12])[CH3:2].[Br:14][C:15]1[C:20]([N+:21]([O-:23])=[O:22])=[CH:19][C:18]([NH2:24])=[CH:17][C:16]=1[CH3:25]. Product: [CH2:1]([O:3][C:4](=[O:13])[CH2:5][CH2:6][CH2:7][CH2:8][CH2:9][NH:10][C:11]([NH:24][C:18]1[CH:19]=[C:20]([N+:21]([O-:23])=[O:22])[C:15]([Br:14])=[C:16]([CH3:25])[CH:17]=1)=[O:12])[CH3:2]. The catalyst class is: 91. (3) Reactant: C[Si](C)(C)CC[O:5][C:6](=[O:29])[CH2:7][C@@H:8]([CH3:28])[CH2:9][C:10]([N:12]1[C:20]2[C:15](=[CH:16][CH:17]=[C:18]([Cl:21])[CH:19]=2)[CH:14]=[C:13]1[CH2:22][CH2:23][CH2:24][CH2:25][CH2:26][CH3:27])=[O:11].FC(F)(F)C(O)=O.O.C(OCC)(=O)C. Product: [Cl:21][C:18]1[CH:19]=[C:20]2[C:15]([CH:14]=[C:13]([CH2:22][CH2:23][CH2:24][CH2:25][CH2:26][CH3:27])[N:12]2[C:10](=[O:11])[CH2:9][C@H:8]([CH3:28])[CH2:7][C:6]([OH:29])=[O:5])=[CH:16][CH:17]=1. The catalyst class is: 2. (4) Reactant: [Cl:1][C:2]1[CH:7]=[CH:6][N:5]=[C:4]([CH2:8][CH2:9][CH3:10])[CH:3]=1.COC1C=CC(CS[C:19]([S:31][CH2:32][C:33]2[CH:38]=[CH:37][C:36]([O:39][CH3:40])=[CH:35][CH:34]=2)=[C:20]([C:26]([O:28][CH2:29][CH3:30])=[O:27])[C:21]([O:23][CH2:24][CH3:25])=[O:22])=CC=1. Product: [CH3:40][O:39][C:36]1[CH:35]=[CH:34][C:33]([CH2:32][S:31]/[C:19](/[CH:20]([C:21]([O:23][CH2:24][CH3:25])=[O:22])[C:26]([O:28][CH2:29][CH3:30])=[O:27])=[C:8](/[C:4]2[CH:3]=[C:2]([Cl:1])[CH:7]=[CH:6][N:5]=2)\[CH2:9][CH3:10])=[CH:38][CH:37]=1. The catalyst class is: 7. (5) Reactant: C1(C)C=CC(S(O)(=O)=O)=CC=1.[C:12]1([C:18]2([C:24]([OH:26])=[O:25])[CH2:23][CH2:22][NH:21][CH2:20][CH2:19]2)[CH:17]=[CH:16][CH:15]=[CH:14][CH:13]=1.C(=O)([O-])[O-].[Na+].[Na+].Cl[C:34]([O:36][CH2:37][C:38]1[CH:43]=[CH:42][CH:41]=[CH:40][CH:39]=1)=[O:35]. Product: [CH2:37]([O:36][C:34]([N:21]1[CH2:20][CH2:19][C:18]([C:12]2[CH:13]=[CH:14][CH:15]=[CH:16][CH:17]=2)([C:24]([OH:26])=[O:25])[CH2:23][CH2:22]1)=[O:35])[C:38]1[CH:43]=[CH:42][CH:41]=[CH:40][CH:39]=1. The catalyst class is: 6. (6) Reactant: [H][H].[Cl:3][C:4]1[CH:19]=[CH:18][C:17]([S:20][CH3:21])=[CH:16][C:5]=1[C:6]([O:8]CC1C=CC=CC=1)=[O:7]. Product: [Cl:3][C:4]1[CH:19]=[CH:18][C:17]([S:20][CH3:21])=[CH:16][C:5]=1[C:6]([OH:8])=[O:7]. The catalyst class is: 55. (7) Reactant: [OH:1][C:2]1[CH:9]=[CH:8][C:5]([CH:6]=[O:7])=[CH:4][C:3]=1[C:10]([F:13])([F:12])[F:11].C([O-])([O-])=O.[K+].[K+].[CH2:20]([O:22][C:23](=[O:26])[CH2:24]Br)[CH3:21].C(O)C. Product: [CH:6]([C:5]1[CH:8]=[CH:9][C:2]([O:1][CH2:24][C:23]([O:22][CH2:20][CH3:21])=[O:26])=[C:3]([C:10]([F:11])([F:12])[F:13])[CH:4]=1)=[O:7]. The catalyst class is: 21. (8) Reactant: [CH3:1][C:2]1[C:10]([N+:11]([O-:13])=[O:12])=[CH:9][CH:8]=[C:7]([CH3:14])[C:3]=1[C:4]([OH:6])=[O:5].[CH:15]1[CH:20]=[CH:19][C:18]([CH2:21]Br)=[CH:17][CH:16]=1.C([O-])([O-])=O.[K+].[K+].CN(C=O)C. Product: [CH2:21]([O:5][C:4](=[O:6])[C:3]1[C:7]([CH3:14])=[CH:8][CH:9]=[C:10]([N+:11]([O-:13])=[O:12])[C:2]=1[CH3:1])[C:18]1[CH:19]=[CH:20][CH:15]=[CH:16][CH:17]=1. The catalyst class is: 25. (9) Reactant: [Cl:1][C:2]1[CH:3]=[C:4]2[C:8](=[CH:9][CH:10]=1)[NH:7][C:6]1[CH:11]([CH3:16])[N:12]([CH3:15])[CH2:13][CH2:14][C:5]2=1.[H-].[Na+].[O:19]1[CH2:21][CH:20]1[C:22]1[CH:27]=[CH:26][N:25]=[CH:24][CH:23]=1. Product: [Cl:1][C:2]1[CH:3]=[C:4]2[C:8](=[CH:9][CH:10]=1)[N:7]([CH2:21][CH:20]([C:22]1[CH:27]=[CH:26][N:25]=[CH:24][CH:23]=1)[OH:19])[C:6]1[CH:11]([CH3:16])[N:12]([CH3:15])[CH2:13][CH2:14][C:5]2=1. The catalyst class is: 3. (10) Reactant: [C:1](Cl)(=[O:9])[O:2][CH2:3][CH2:4][Si:5]([CH3:8])([CH3:7])[CH3:6].[OH:11][N:12]1[C:16](=[O:17])[CH2:15][CH2:14][C:13]1=[O:18].C(N(CC)CC)C.O. Product: [CH3:6][Si:5]([CH3:8])([CH3:7])[CH2:4][CH2:3][O:2][C:1]([O:11][N:12]1[C:16](=[O:17])[CH2:15][CH2:14][C:13]1=[O:18])=[O:9]. The catalyst class is: 10.